Dataset: Full USPTO retrosynthesis dataset with 1.9M reactions from patents (1976-2016). Task: Predict the reactants needed to synthesize the given product. (1) Given the product [CH2:1]([O:3][C:4](=[N:5][N+:6]([O-:8])=[O:7])[NH:9][CH3:15])[CH3:2], predict the reactants needed to synthesize it. The reactants are: [CH2:1]([O:3][C:4](=[NH:9])[NH:5][N+:6]([O-:8])=[O:7])[CH3:2].[Cl-].[Na+].Cl.CN.[C:15](=O)([O-])O.[Na+].Cl. (2) Given the product [NH2:15][C:14]([C:17]1[CH:18]=[CH:19][C:20]([CH2:21][NH2:22])=[CH:23][CH:24]=1)=[CH:13][C:12](=[S:16])[NH:11][CH2:10][CH:7]1[CH2:9][CH2:8]1, predict the reactants needed to synthesize it. The reactants are: [H-].[Al+3].[Li+].[H-].[H-].[H-].[CH:7]1([CH2:10][NH:11][C:12]2[S:16][N:15]=[C:14]([C:17]3[CH:24]=[CH:23][C:20]([C:21]#[N:22])=[CH:19][CH:18]=3)[CH:13]=2)[CH2:9][CH2:8]1. (3) Given the product [CH:32]1([P:25]([CH:26]2[CH2:27][CH2:28][CH2:29][CH2:30][CH2:31]2)[C:8]2[N:7]([C:5]([N:4]([CH:1]([CH3:3])[CH3:2])[CH:16]([CH3:18])[CH3:17])=[O:6])[C:11]3[CH:12]=[CH:13][CH:14]=[CH:15][C:10]=3[N:9]=2)[CH2:33][CH2:34][CH2:35][CH2:36][CH2:37]1, predict the reactants needed to synthesize it. The reactants are: [CH:1]([N:4]([CH:16]([CH3:18])[CH3:17])[C:5]([N:7]1[C:11]2[CH:12]=[CH:13][CH:14]=[CH:15][C:10]=2[N:9]=[CH:8]1)=[O:6])([CH3:3])[CH3:2].[Li]CCCC.Cl[P:25]([CH:32]1[CH2:37][CH2:36][CH2:35][CH2:34][CH2:33]1)[CH:26]1[CH2:31][CH2:30][CH2:29][CH2:28][CH2:27]1.CO. (4) Given the product [Cl:8][C:9]1[C:14]([C:15]2[C:20]([F:21])=[CH:19][C:18]([F:22])=[CH:17][C:16]=2[F:23])=[C:13]([N:6]2[CH2:5][CH2:4][CH2:3][CH:2]([CH3:1])[O:7]2)[N:12]=[C:11]([S:25][CH3:26])[N:10]=1, predict the reactants needed to synthesize it. The reactants are: [CH3:1][CH:2]1[O:7][NH:6][CH2:5][CH2:4][CH2:3]1.[Cl:8][C:9]1[C:14]([C:15]2[C:20]([F:21])=[CH:19][C:18]([F:22])=[CH:17][C:16]=2[F:23])=[C:13](Cl)[N:12]=[C:11]([S:25][CH3:26])[N:10]=1.C(N(CC)CC)C.C(=O)(O)[O-].[Na+].